Predict the reactants needed to synthesize the given product. From a dataset of Full USPTO retrosynthesis dataset with 1.9M reactions from patents (1976-2016). (1) Given the product [C:1]([CH:3]1[CH2:12][CH2:11][CH2:10][C:9]2[CH:8]=[C:7]([NH:13][C:14](=[O:16])[CH3:15])[CH:6]=[CH:5][C:4]1=2)#[N:2], predict the reactants needed to synthesize it. The reactants are: [C:1]([C:3]1[C:4]2[CH:5]=[CH:6][C:7]([NH:13][C:14](=[O:16])[CH3:15])=[CH:8][C:9]=2[CH2:10][CH2:11][CH:12]=1)#[N:2].COCCOC.[BH4-].[Na+]. (2) Given the product [F:12][CH:11]([F:13])[C:8]1[N:7]=[CH:6][C:5]([C:3]2[NH:21][C:19]([NH:18][C:15](=[O:17])[CH3:16])=[N:20][C:2]=2[CH3:14])=[CH:10][CH:9]=1, predict the reactants needed to synthesize it. The reactants are: Br[CH:2]([CH3:14])[C:3]([C:5]1[CH:6]=[N:7][C:8]([CH:11]([F:13])[F:12])=[CH:9][CH:10]=1)=O.[C:15]([NH:18][C:19]([NH2:21])=[NH:20])(=[O:17])[CH3:16].O. (3) Given the product [CH:41]([O:44][CH2:45][CH2:46][NH:47][S:29]([NH:32][C:33](=[O:34])[O:15][CH2:14][CH2:13][CH2:12][C:9]1[CH:10]=[CH:11][C:6]([O:5][CH2:1][CH2:2][CH:3]=[CH2:4])=[CH:7][C:8]=1[O:16][C:17]1[C:22]([Cl:23])=[CH:21][C:20]([C:24]([F:27])([F:26])[F:25])=[CH:19][N:18]=1)(=[O:31])=[O:30])([CH3:43])[CH3:42], predict the reactants needed to synthesize it. The reactants are: [CH2:1]([O:5][C:6]1[CH:11]=[CH:10][C:9]([CH2:12][CH2:13][CH2:14][OH:15])=[C:8]([O:16][C:17]2[C:22]([Cl:23])=[CH:21][C:20]([C:24]([F:27])([F:26])[F:25])=[CH:19][N:18]=2)[CH:7]=1)[CH2:2][CH:3]=[CH2:4].Cl[S:29]([N:32]=[C:33]=[O:34])(=[O:31])=[O:30].N1C=CC=CC=1.[CH:41]([O:44][CH2:45][CH2:46][NH2:47])([CH3:43])[CH3:42]. (4) Given the product [CH2:1]1[C:10]2[C:5](=[CH:6][CH:7]=[CH:8][CH:9]=2)[CH2:4][CH2:3][N:2]1[CH2:11][CH:12]([OH:30])[CH2:13][O:14][C:15]1[CH:16]=[C:17]([C:32]2[CH:37]=[CH:36][C:35]([O:38][CH3:39])=[CH:34][CH:33]=2)[CH:18]=[CH:19][CH:20]=1, predict the reactants needed to synthesize it. The reactants are: [CH2:1]1[C:10]2[C:5](=[CH:6][CH:7]=[CH:8][CH:9]=2)[CH2:4][CH2:3][N:2]1[CH2:11][CH:12]([OH:30])[CH2:13][O:14][C:15]1[CH:20]=[CH:19][CH:18]=[C:17](B2OC(C)(C)C(C)(C)O2)[CH:16]=1.Br[C:32]1[CH:37]=[CH:36][C:35]([O:38][CH3:39])=[CH:34][CH:33]=1.C([O-])([O-])=O.[K+].[K+]. (5) Given the product [CH2:20]([O:1][C@H:2]1[CH2:6][CH2:5][CH2:4][C@H:3]1[C:7]([O:9][CH2:10][CH3:11])=[O:8])[C:19]1[CH:28]=[CH:29][CH:30]=[CH:17][CH:18]=1, predict the reactants needed to synthesize it. The reactants are: [OH:1][C@H:2]1[CH2:6][CH2:5][CH2:4][C@H:3]1[C:7]([O:9][CH2:10][CH3:11])=[O:8].C(Cl)(Cl)Cl.Cl[C:17]1[CH:18]=[C:19]([CH:28]=[CH:29][C:30]=1Cl)[CH2:20]N=C([O-])C(Cl)(Cl)Cl.FC(F)(F)S(O)(=O)=O. (6) Given the product [Cl:14][C:10]1[CH:9]=[C:8]([C:6]2[N:5]=[CH:4][N:3]=[C:2]([NH:23][C:20]3[CH:21]=[N:22][C:17]([O:16][CH3:15])=[CH:18][CH:19]=3)[N:7]=2)[CH:13]=[CH:12][N:11]=1, predict the reactants needed to synthesize it. The reactants are: Cl[C:2]1[N:7]=[C:6]([C:8]2[CH:13]=[CH:12][N:11]=[C:10]([Cl:14])[CH:9]=2)[N:5]=[CH:4][N:3]=1.[CH3:15][O:16][C:17]1[N:22]=[CH:21][C:20]([NH2:23])=[CH:19][CH:18]=1.C(N(CC)C(C)C)(C)C.O. (7) The reactants are: [NH2:1][CH2:2][CH2:3][O:4][CH2:5][CH2:6][NH:7][S:8]([C:11]1[CH:16]=[CH:15][CH:14]=[C:13]([CH:17]2[C:26]3[C:21](=[C:22]([Cl:28])[CH:23]=[C:24]([Cl:27])[CH:25]=3)[CH2:20][N:19]([CH3:29])[CH2:18]2)[CH:12]=1)(=[O:10])=[O:9].[OH:30][CH:31]([CH:42]([OH:53])[C:43]([O:45]N1C(=O)CCC1=O)=O)[C:32]([O:34]N1C(=O)CCC1=O)=O.[CH2:54]([N:56]([CH2:59][CH3:60])[CH2:57][CH3:58])C. Given the product [Cl:27][C:24]1[CH:25]=[C:26]2[C:21](=[C:22]([Cl:28])[CH:23]=1)[CH2:20][N:19]([CH3:29])[CH2:18][CH:17]2[C:13]1[CH:12]=[C:11]([S:8]([NH:7][CH2:6][CH2:5][O:4][CH2:3][CH2:2][NH:1][C:32](=[O:34])[CH:31]([OH:30])[CH:42]([OH:53])[C:43]([NH:1][CH2:2][CH2:3][O:4][CH2:5][CH2:6][NH:7][S:8]([C:11]2[CH:16]=[CH:15][CH:14]=[C:13]([CH:58]3[C:26]4[C:60](=[C:22]([Cl:28])[CH:23]=[C:24]([Cl:27])[CH:25]=4)[CH2:59][N:56]([CH3:54])[CH2:57]3)[CH:12]=2)(=[O:10])=[O:9])=[O:45])(=[O:10])=[O:9])[CH:16]=[CH:15][CH:14]=1, predict the reactants needed to synthesize it.